From a dataset of Forward reaction prediction with 1.9M reactions from USPTO patents (1976-2016). Predict the product of the given reaction. (1) Given the reactants [CH3:1][C:2]1([CH3:13])[CH2:7][CH2:6][CH2:5][CH:4]([CH2:8][C:9](=[O:11])[CH3:10])[C:3]1=O.CC(C)([O-])C.[K+], predict the reaction product. The product is: [CH3:1][C:2]1([CH3:13])[CH2:7][CH2:6][CH2:5][CH:4]2[C:3]1=[CH:10][C:9](=[O:11])[CH2:8]2. (2) Given the reactants [N:1]1([CH2:6][CH2:7][CH2:8][O:9][C:10]2[CH:15]=[CH:14][C:13]([C:16]3([CH:22]=O)[CH2:21][CH2:20][O:19][CH2:18][CH2:17]3)=[CH:12][CH:11]=2)[CH2:5][CH2:4][CH2:3][CH2:2]1.[NH:24]1[CH2:32][CH2:31][CH:27]([C:28]([NH2:30])=[O:29])[CH2:26][CH2:25]1, predict the reaction product. The product is: [N:1]1([CH2:6][CH2:7][CH2:8][O:9][C:10]2[CH:11]=[CH:12][C:13]([C:16]3([CH2:22][N:24]4[CH2:32][CH2:31][CH:27]([C:28]([NH2:30])=[O:29])[CH2:26][CH2:25]4)[CH2:17][CH2:18][O:19][CH2:20][CH2:21]3)=[CH:14][CH:15]=2)[CH2:2][CH2:3][CH2:4][CH2:5]1.